Dataset: Forward reaction prediction with 1.9M reactions from USPTO patents (1976-2016). Task: Predict the product of the given reaction. (1) Given the reactants [CH3:1][N:2]([CH3:34])[CH2:3][CH2:4][NH:5][C:6](=[O:33])[C@@H:7]([NH:18][C:19]([N:21]([CH2:30][CH2:31][OH:32])[CH2:22][CH2:23][C:24]1[CH:29]=[CH:28][CH:27]=[CH:26][CH:25]=1)=[O:20])[CH2:8][C:9]1[CH:14]=[CH:13][C:12]([N+:15]([O-])=O)=[CH:11][CH:10]=1, predict the reaction product. The product is: [NH2:15][C:12]1[CH:11]=[CH:10][C:9]([CH2:8][C@H:7]([NH:18][C:19]([N:21]([CH2:30][CH2:31][OH:32])[CH2:22][CH2:23][C:24]2[CH:25]=[CH:26][CH:27]=[CH:28][CH:29]=2)=[O:20])[C:6]([NH:5][CH2:4][CH2:3][N:2]([CH3:34])[CH3:1])=[O:33])=[CH:14][CH:13]=1. (2) Given the reactants [C:1]([O:5][C:6](=[O:13])[NH:7][CH2:8][CH2:9][CH2:10][CH2:11][NH2:12])([CH3:4])([CH3:3])[CH3:2].[BH-](OC(C)=O)(OC(C)=O)OC(C)=O.[Na+].[Cl:28][C:29]1[CH:30]=[C:31]([CH3:37])[C:32]([CH:35]=O)=[N:33][CH:34]=1, predict the reaction product. The product is: [C:1]([O:5][C:6](=[O:13])[NH:7][CH2:8][CH2:9][CH2:10][CH2:11][NH:12][CH2:35][C:32]1[C:31]([CH3:37])=[CH:30][C:29]([Cl:28])=[CH:34][N:33]=1)([CH3:4])([CH3:2])[CH3:3].